This data is from Full USPTO retrosynthesis dataset with 1.9M reactions from patents (1976-2016). The task is: Predict the reactants needed to synthesize the given product. Given the product [CH3:1][C:2]1[N:3]=[CH:4][O:5][C:6]=1[C:7]([NH2:13])=[O:9], predict the reactants needed to synthesize it. The reactants are: [CH3:1][C:2]1[N:3]=[CH:4][O:5][C:6]=1[C:7]([O:9]CC)=O.[OH-].[NH4+:13].